This data is from Full USPTO retrosynthesis dataset with 1.9M reactions from patents (1976-2016). The task is: Predict the reactants needed to synthesize the given product. Given the product [CH3:16][CH:15]([CH3:17])[CH:2]([NH:1][CH2:34][C:22]1[C:21]([N+:18]([O-:20])=[O:19])=[CH:26][N:25]=[C:24]([O:27][C:28]2[CH:29]=[CH:30][CH:31]=[CH:32][CH:33]=2)[CH:23]=1)[C:3]([N:5]([CH3:14])[CH2:6][CH2:7][C:8]1[CH:13]=[CH:12][CH:11]=[CH:10][CH:9]=1)=[O:4], predict the reactants needed to synthesize it. The reactants are: [NH2:1][CH:2]([CH:15]([CH3:17])[CH3:16])[C:3]([N:5]([CH3:14])[CH2:6][CH2:7][C:8]1[CH:13]=[CH:12][CH:11]=[CH:10][CH:9]=1)=[O:4].[N+:18]([C:21]1[C:22]([CH:34]=O)=[CH:23][C:24]([O:27][C:28]2[CH:33]=[CH:32][CH:31]=[CH:30][CH:29]=2)=[N:25][CH:26]=1)([O-:20])=[O:19].C(O[BH-](OC(=O)C)OC(=O)C)(=O)C.[Na+].[OH-].[Na+].